The task is: Predict the reaction yield, written as a fraction of the theoretical maximum amount of product (1.0 means a 100% yield; for example, 0.34 means a 34% yield).. This data is from Reaction yield outcomes from USPTO patents with 853,638 reactions. The reactants are C([NH:4][C@:5]1([C:22](NC(C)(C)C)=[O:23])[C@@H:9]([CH2:10][CH2:11][CH2:12][B:13]2[O:17]C(C)(C)C(C)(C)[O:14]2)[CH2:8][NH:7][CH2:6]1)(=O)C.S([O-])([O-])(=O)=O.[Na+].[Na+].[CH3:36][N:37]([CH3:44])[CH2:38][C:39]([CH3:43])([CH3:42])[CH:40]=O.C(O[BH-](OC(=O)C)OC(=O)C)(=[O:47])C.[Na+].C(=O)([O-])[O-].[Na+].[Na+]. The catalyst is ClCCCl.C(O)(=O)C. The product is [NH2:4][C@:5]1([C:22]([OH:23])=[O:47])[C@@H:9]([CH2:10][CH2:11][CH2:12][B:13]([OH:14])[OH:17])[CH2:8][N:7]([CH2:40][C:39]([CH3:43])([CH3:42])[CH2:38][N:37]([CH3:44])[CH3:36])[CH2:6]1. The yield is 0.160.